Dataset: NCI-60 drug combinations with 297,098 pairs across 59 cell lines. Task: Regression. Given two drug SMILES strings and cell line genomic features, predict the synergy score measuring deviation from expected non-interaction effect. (1) Drug 1: CN1C(=O)N2C=NC(=C2N=N1)C(=O)N. Drug 2: C1C(C(OC1N2C=NC(=NC2=O)N)CO)O. Cell line: ACHN. Synergy scores: CSS=14.8, Synergy_ZIP=-3.48, Synergy_Bliss=1.72, Synergy_Loewe=-19.1, Synergy_HSA=0.659. (2) Drug 1: CC12CCC(CC1=CCC3C2CCC4(C3CC=C4C5=CN=CC=C5)C)O. Drug 2: CCC1(CC2CC(C3=C(CCN(C2)C1)C4=CC=CC=C4N3)(C5=C(C=C6C(=C5)C78CCN9C7C(C=CC9)(C(C(C8N6C)(C(=O)OC)O)OC(=O)C)CC)OC)C(=O)OC)O.OS(=O)(=O)O. Cell line: UACC-257. Synergy scores: CSS=27.2, Synergy_ZIP=-6.30, Synergy_Bliss=2.28, Synergy_Loewe=-23.2, Synergy_HSA=2.48.